This data is from Blood-brain barrier permeability classification from the B3DB database. The task is: Regression/Classification. Given a drug SMILES string, predict its absorption, distribution, metabolism, or excretion properties. Task type varies by dataset: regression for continuous measurements (e.g., permeability, clearance, half-life) or binary classification for categorical outcomes (e.g., BBB penetration, CYP inhibition). Dataset: b3db_classification. (1) The molecule is CC(C)Oc1cccc(CC(=O)N2CCC[C@](CC[N+]34CCC(c5ccccc5)(CC3)CC4)(c3ccc(Cl)c(Cl)c3)C2)c1. The result is 1 (penetrates BBB). (2) The molecule is CO/N=C(\C(=O)N[C@H]1C(=O)N2C(C(=O)O)=C(/C=C/c3scnc3C)CS[C@@H]12)c1csc(N)n1. The result is 0 (does not penetrate BBB). (3) The drug is COc1ccccc1N1CCN(CCc2oc(=O)[nH]c2-c2ccc(F)cc2)CC1. The result is 1 (penetrates BBB). (4) The drug is O=C1[C@H]2CCCC[C@H]2C(=O)N1CCCCN1CCN(c2nsc3ccccc23)CC1. The result is 1 (penetrates BBB). (5) The compound is OCCN(CCO)c1nc(N2CCCCC2)c2nc(N(CCO)CCO)nc(N3CCCCC3)c2n1. The result is 1 (penetrates BBB). (6) The drug is COc1cc(/C=C/C(=O)NCCn2c(C(F)(F)F)cc3ccccc32)cc(OC)c1OC. The result is 1 (penetrates BBB).